The task is: Predict the reactants needed to synthesize the given product.. This data is from Full USPTO retrosynthesis dataset with 1.9M reactions from patents (1976-2016). The reactants are: [F:1][C:2]1[CH:8]=[CH:7][C:5]([NH2:6])=[CH:4][CH:3]=1.[C:9]12[C:15](=[CH:16][CH:17]=[CH:18][CH:19]=1)[NH:14]C(=O)O[C:10]2=[O:11]. Given the product [NH2:14][C:15]1[CH:16]=[CH:17][CH:18]=[CH:19][C:9]=1[C:10]([NH:6][C:5]1[CH:7]=[CH:8][C:2]([F:1])=[CH:3][CH:4]=1)=[O:11], predict the reactants needed to synthesize it.